This data is from NCI-60 drug combinations with 297,098 pairs across 59 cell lines. The task is: Regression. Given two drug SMILES strings and cell line genomic features, predict the synergy score measuring deviation from expected non-interaction effect. (1) Drug 1: C1=CC(=CC=C1C#N)C(C2=CC=C(C=C2)C#N)N3C=NC=N3. Drug 2: COC1=C2C(=CC3=C1OC=C3)C=CC(=O)O2. Synergy scores: CSS=-4.03, Synergy_ZIP=1.83, Synergy_Bliss=-3.16, Synergy_Loewe=-5.18, Synergy_HSA=-5.82. Cell line: COLO 205. (2) Drug 1: CC1=C2C(C(=O)C3(C(CC4C(C3C(C(C2(C)C)(CC1OC(=O)C(C(C5=CC=CC=C5)NC(=O)OC(C)(C)C)O)O)OC(=O)C6=CC=CC=C6)(CO4)OC(=O)C)OC)C)OC. Drug 2: C1=CC(=CC=C1C#N)C(C2=CC=C(C=C2)C#N)N3C=NC=N3. Cell line: ACHN. Synergy scores: CSS=32.7, Synergy_ZIP=0.169, Synergy_Bliss=-1.30, Synergy_Loewe=-23.3, Synergy_HSA=0.566. (3) Drug 1: CN1CCC(CC1)COC2=C(C=C3C(=C2)N=CN=C3NC4=C(C=C(C=C4)Br)F)OC. Drug 2: CNC(=O)C1=CC=CC=C1SC2=CC3=C(C=C2)C(=NN3)C=CC4=CC=CC=N4. Cell line: LOX IMVI. Synergy scores: CSS=6.79, Synergy_ZIP=-3.44, Synergy_Bliss=-2.44, Synergy_Loewe=-1.09, Synergy_HSA=-0.677.